This data is from Forward reaction prediction with 1.9M reactions from USPTO patents (1976-2016). The task is: Predict the product of the given reaction. (1) The product is: [Br:13][C:14]1[CH:19]=[CH:18][C:17]([CH2:20][C:6]2[C:7]([OH:8])=[N:25][NH:26][C:5]=2[CH:4]([CH3:12])[CH3:3])=[C:16]([CH3:22])[CH:15]=1. Given the reactants [H-].[Na+].[CH3:3][CH:4]([CH3:12])[C:5](=O)[CH2:6][C:7](OC)=[O:8].[Br:13][C:14]1[CH:19]=[CH:18][C:17]([CH2:20]Cl)=[C:16]([CH3:22])[CH:15]=1.Cl.O.[NH2:25][NH2:26], predict the reaction product. (2) Given the reactants [Cl-].[Li+].[BH4-].[Na+].[CH2:5]([O:12][C:13]([NH:15][CH2:16][CH2:17][CH2:18][CH2:19][C@@H:20]([NH:26][C:27]([NH:29][C:30]([CH3:33])([CH3:32])[CH3:31])=[S:28])[C:21](OCC)=[O:22])=[O:14])[C:6]1[CH:11]=[CH:10][CH:9]=[CH:8][CH:7]=1.[BH4-], predict the reaction product. The product is: [C:30]([NH:29][C:27]([NH:26][C@@H:20]([CH2:21][OH:22])[CH2:19][CH2:18][CH2:17][CH2:16][NH:15][C:13](=[O:14])[O:12][CH2:5][C:6]1[CH:7]=[CH:8][CH:9]=[CH:10][CH:11]=1)=[S:28])([CH3:33])([CH3:32])[CH3:31]. (3) Given the reactants [OH:1][C:2]1[C:15]2[C:14](=[O:16])[C:13]3[C:8](=[CH:9][C:10]([C:17]([OH:19])=[O:18])=[CH:11][CH:12]=3)[C:7](=[O:20])[C:6]=2[C:5]([OH:21])=[CH:4][CH:3]=1, predict the reaction product. The product is: [OH:1][C:2]1[CH2:3][CH2:4][C:5]([OH:21])=[C:6]2[C:15]=1[C:14](=[O:16])[C:13]1[C:8](=[CH:9][C:10]([C:17]([OH:19])=[O:18])=[CH:11][CH:12]=1)[C:7]2=[O:20]. (4) Given the reactants [CH:1]1([Mg]Br)[CH2:3][CH2:2]1.C1(Br)CC1.[Mg].C(/N=[CH:16]/[C:17]1[C:22]([CH3:23])=[CH:21][CH:20]=[CH:19][C:18]=1Cl)CCC.C([O:27]CC)C, predict the reaction product. The product is: [CH:1]1([C:18]2[CH:19]=[CH:20][CH:21]=[C:22]([CH3:23])[C:17]=2[CH:16]=[O:27])[CH2:3][CH2:2]1. (5) Given the reactants CO[C:3]1[CH:4]=[C:5]([C:8]([NH:10][CH2:11][CH2:12][O:13][C:14]2[CH:42]=[CH:41][CH:40]=[CH:39][C:15]=2[C:16]([NH:18][C:19]2[CH:35]=[C:34]([N+:36]([O-])=O)[CH:33]=[CH:32][C:20]=2[C:21]([NH:23][C:24]2[CH:29]=[CH:28][C:27]([O:30][CH3:31])=[CH:26][CH:25]=2)=[O:22])=[O:17])=[O:9])[S:6][CH:7]=1.[BH4-].[Na+].[CH3:45][OH:46], predict the reaction product. The product is: [NH2:36][C:34]1[CH:33]=[CH:32][C:20]([C:21]([NH:23][C:24]2[CH:25]=[CH:26][C:27]([O:30][CH3:31])=[CH:28][CH:29]=2)=[O:22])=[C:19]([NH:18][C:16](=[O:17])[C:15]2[CH:39]=[CH:40][C:41]([O:46][CH3:45])=[CH:42][C:14]=2[O:13][CH2:12][CH2:11][NH:10][C:8]([C:5]2[S:6][CH:7]=[CH:3][CH:4]=2)=[O:9])[CH:35]=1. (6) Given the reactants Br[C:2]1[CH:30]=[CH:29][C:28]([C:31]([F:34])([F:33])[F:32])=[CH:27][C:3]=1[CH2:4][N:5]([CH2:12][C:13]1[CH:18]=[C:17]([C:19]([F:22])([F:21])[F:20])[CH:16]=[C:15](C(F)(F)F)[CH:14]=1)[C:6]1[N:7]=[N:8][N:9]([CH3:11])[N:10]=1.C(=O)([O-])[O-].[Na+].[Na+].C[N:42]([CH3:46])C(=O)C, predict the reaction product. The product is: [F:21][C:19]([F:22])([F:20])[C:17]1[CH:18]=[C:13]([CH:14]=[C:15]([C:19]([F:22])([F:21])[F:20])[CH:16]=1)[CH2:12][N:5]([CH2:4][C:3]1[CH:27]=[C:28]([C:31]([F:33])([F:34])[F:32])[CH:29]=[CH:30][C:2]=1[C:46]#[N:42])[C:6]1[N:7]=[N:8][N:9]([CH3:11])[N:10]=1.